Dataset: Forward reaction prediction with 1.9M reactions from USPTO patents (1976-2016). Task: Predict the product of the given reaction. (1) Given the reactants [C:1]([C:4]1[CH:11]=[CH:10][C:7]([CH:8]=O)=[CH:6][CH:5]=1)([OH:3])=[O:2].[CH2:12]([CH:14]([CH2:22][CH2:23][CH2:24][CH3:25])[CH2:15][O:16][C:17](=[O:21])[CH2:18][C:19]#[N:20])[CH3:13].OC(C)CNCC(O)C.C1(C)C=CC(S(O)(=O)=O)=CC=1, predict the reaction product. The product is: [CH2:12]([CH:14]([CH2:22][CH2:23][CH2:24][CH3:25])[CH2:15][O:16][C:17](=[O:21])[C:18]([C:19]#[N:20])=[CH:8][C:7]1[CH:10]=[CH:11][C:4]([C:1]([OH:3])=[O:2])=[CH:5][CH:6]=1)[CH3:13]. (2) Given the reactants [C:1]([O:5][C:6]([N:8]1[CH2:26][CH2:25][C:12]2=[C:13]([N:20]3[CH2:23][CH:22]([OH:24])[CH2:21]3)[N:14]3[C:18]([N:19]=[C:11]2[CH2:10][CH2:9]1)=[CH:17][CH:16]=[N:15]3)=[O:7])([CH3:4])([CH3:3])[CH3:2].[H-].[Na+].[CH2:29](Br)[C:30]1[CH:35]=[CH:34][CH:33]=[CH:32][CH:31]=1, predict the reaction product. The product is: [C:1]([O:5][C:6]([N:8]1[CH2:26][CH2:25][C:12]2=[C:13]([N:20]3[CH2:21][CH:22]([O:24][CH2:29][C:30]4[CH:35]=[CH:34][CH:33]=[CH:32][CH:31]=4)[CH2:23]3)[N:14]3[C:18]([N:19]=[C:11]2[CH2:10][CH2:9]1)=[CH:17][CH:16]=[N:15]3)=[O:7])([CH3:4])([CH3:2])[CH3:3]. (3) Given the reactants [CH3:1][C:2]1[CH:3]=[C:4]([N+:16]([O-])=O)[CH:5]=[CH:6][C:7]=1[N:8]1[C:14](=[O:15])[CH2:13][CH2:12][O:11][CH2:10][CH2:9]1, predict the reaction product. The product is: [CH3:1][C:2]1[CH:3]=[C:4]([CH:5]=[CH:6][C:7]=1[N:8]1[C:14](=[O:15])[CH2:13][CH2:12][O:11][CH2:10][CH2:9]1)[NH2:16].